From a dataset of Catalyst prediction with 721,799 reactions and 888 catalyst types from USPTO. Predict which catalyst facilitates the given reaction. (1) Reactant: [OH:1][CH2:2][CH2:3][C@@H:4]1[CH2:6][C@@H:5]1[CH:7]1[CH2:12][CH2:11][N:10]([C:13]2[N:18]=[CH:17][C:16]([CH:19]=[O:20])=[CH:15][CH:14]=2)[CH2:9][CH2:8]1.N1C=CN=C1.[CH3:26][C:27]([Si:30](Cl)([CH3:32])[CH3:31])([CH3:29])[CH3:28]. Product: [Si:30]([O:1][CH2:2][CH2:3][C@@H:4]1[CH2:6][C@@H:5]1[CH:7]1[CH2:8][CH2:9][N:10]([C:13]2[N:18]=[CH:17][C:16]([CH:19]=[O:20])=[CH:15][CH:14]=2)[CH2:11][CH2:12]1)([C:27]([CH3:29])([CH3:28])[CH3:26])([CH3:32])[CH3:31]. The catalyst class is: 18. (2) Reactant: O1CCCCC1[N:7]1[C:11]([C:12]2[CH:17]=[CH:16][C:15]([CH3:18])=[CH:14][CH:13]=2)=[CH:10][C:9]([C:19]([NH:21][C:22]2[CH:26]=[C:25]([C:27]3[CH:32]=[CH:31][C:30]([CH3:33])=[CH:29][CH:28]=3)[N:24](C3CCCCO3)[N:23]=2)=O)=[N:8]1.CO.Cl. Product: [C:30]1([CH3:33])[CH:31]=[CH:32][C:27]([C:25]2[NH:24][N:23]=[C:22]([NH:21][CH2:19][C:9]3[CH:10]=[C:11]([C:12]4[CH:17]=[CH:16][C:15]([CH3:18])=[CH:14][CH:13]=4)[NH:7][N:8]=3)[CH:26]=2)=[CH:28][CH:29]=1. The catalyst class is: 1. (3) Reactant: C(NC(C)C)(C)C.[Li]CCCC.[F:13][C:14]1[CH:15]=[N:16][CH:17]=[CH:18][CH:19]=1.CON(C)[C:23]([CH:25]1[CH2:29][CH2:28][O:27][CH2:26]1)=[O:24]. Product: [F:13][C:14]1[CH:15]=[N:16][CH:17]=[CH:18][C:19]=1[C:23]([CH:25]1[CH2:29][CH2:28][O:27][CH2:26]1)=[O:24]. The catalyst class is: 1. (4) Reactant: [N:1]1([CH2:7][C:8]2[CH:17]=[CH:16][C:15]3[C:10](=[CH:11][CH:12]=[C:13]([O:18][C:19]4[CH:24]=[CH:23][C:22]([C:25]5[NH:29][N:28]=[CH:27][CH:26]=5)=[CH:21][CH:20]=4)[CH:14]=3)[N:9]=2)[CH2:6][CH2:5][NH:4][CH2:3][CH2:2]1.[C:30](O)(=[O:34])[C@H:31]([CH3:33])[OH:32].C(N(CC)CC)C.CN(C(ON1N=NC2C=CC=CC1=2)=[N+](C)C)C.[B-](F)(F)(F)F. Product: [OH:32][C@@H:31]([CH3:33])[C:30]([N:4]1[CH2:5][CH2:6][N:1]([CH2:7][C:8]2[CH:17]=[CH:16][C:15]3[C:10](=[CH:11][CH:12]=[C:13]([O:18][C:19]4[CH:20]=[CH:21][C:22]([C:25]5[NH:29][N:28]=[CH:27][CH:26]=5)=[CH:23][CH:24]=4)[CH:14]=3)[N:9]=2)[CH2:2][CH2:3]1)=[O:34]. The catalyst class is: 2. (5) Reactant: [CH3:1][C:2]1[CH:17]=[C:16]([CH3:18])[CH:15]=[C:14]([CH3:19])[C:3]=1[CH2:4][S:5][CH:6]1[CH2:11][CH2:10][CH2:9][C:8](=[N:12]O)[CH2:7]1.C1(C)C(S(Cl)(=O)=[O:27])=CC=CC=1.S(=O)(=O)(O)O.C(Cl)Cl. Product: [CH3:1][C:2]1[CH:17]=[C:16]([CH3:18])[CH:15]=[C:14]([CH3:19])[C:3]=1[CH2:4][S:5][CH:6]1[CH2:11][CH2:10][CH2:9][NH:12][C:8](=[O:27])[CH2:7]1. The catalyst class is: 17. (6) Reactant: CCN(C(C)C)C(C)C.Cl.[N:11]1[CH:16]=[CH:15][CH:14]=[CH:13][C:12]=1[C:17]1[NH:21][N:20]=[C:19]([C:22]([OH:24])=O)[CH:18]=1.C1(C2NN=C(C(O)=O)C=2)C=CC=CC=1.C(C1C=CC=CN=1)(=O)C.C1C=CC2N(O)N=NC=2C=1.CCN=C=NCCCN(C)C.Cl.Cl.[NH2:71][CH2:72][C:73]([N:75]1[CH2:80][CH2:79][CH:78]([O:81][C:82]2[CH:87]=[CH:86][CH:85]=[CH:84][C:83]=2[Cl:88])[CH2:77][CH2:76]1)=[O:74]. Product: [Cl:88][C:83]1[CH:84]=[CH:85][CH:86]=[CH:87][C:82]=1[O:81][CH:78]1[CH2:77][CH2:76][N:75]([C:73](=[O:74])[CH2:72][NH:71][C:22]([C:19]2[CH:18]=[C:17]([C:12]3[CH:13]=[CH:14][CH:15]=[CH:16][N:11]=3)[NH:21][N:20]=2)=[O:24])[CH2:80][CH2:79]1. The catalyst class is: 18. (7) The catalyst class is: 71. Reactant: [C:1]([O:9][C@@H:10]1[C@@H:36]([O:37][C:38](=[O:45])[C:39]2[CH:44]=[CH:43][CH:42]=[CH:41][CH:40]=2)[CH2:35][C@@H:34]([CH2:46][O:47][C:48](=[O:55])[C:49]2[CH:54]=[CH:53][CH:52]=[CH:51][CH:50]=2)[O:33][C@H:11]1[O:12][C:13]1[CH:18]=[C:17]([CH2:19][O:20]C(=O)C)[CH:16]=[CH:15][C:14]=1[CH2:24][C:25]1[CH:30]=[CH:29][C:28]([CH2:31][CH3:32])=[CH:27][CH:26]=1)(=[O:8])[C:2]1[CH:7]=[CH:6][CH:5]=[CH:4][CH:3]=1.[OH-].[Na+].Cl.C(OCC)(=O)C. Product: [C:1]([O:9][C@@H:10]1[C@@H:36]([O:37][C:38](=[O:45])[C:39]2[CH:40]=[CH:41][CH:42]=[CH:43][CH:44]=2)[CH2:35][C@@H:34]([CH2:46][O:47][C:48](=[O:55])[C:49]2[CH:50]=[CH:51][CH:52]=[CH:53][CH:54]=2)[O:33][C@H:11]1[O:12][C:13]1[CH:18]=[C:17]([CH2:19][OH:20])[CH:16]=[CH:15][C:14]=1[CH2:24][C:25]1[CH:30]=[CH:29][C:28]([CH2:31][CH3:32])=[CH:27][CH:26]=1)(=[O:8])[C:2]1[CH:7]=[CH:6][CH:5]=[CH:4][CH:3]=1. (8) Reactant: C=CCOC(C1C2C(=CC=CC=2)N=CC=1)C1[N+]2(CC3C4C(=CC=CC=4)C=C4C=3C=CC=C4)CC(C=C)C(CC2)C1.[Br-].[F-].[K+].[N+:44]([CH2:47][CH2:48][CH2:49][CH:50]=[CH2:51])([O-:46])=[O:45].[CH2:52]([N:59]([CH2:70][C:71]1[CH:76]=[CH:75][CH:74]=[CH:73][CH:72]=1)[C@@H:60]([CH2:63][C:64]1[CH:69]=[CH:68][CH:67]=[CH:66][CH:65]=1)[CH:61]=[O:62])[C:53]1[CH:58]=[CH:57][CH:56]=[CH:55][CH:54]=1. Product: [CH2:70]([N:59]([CH2:52][C:53]1[CH:54]=[CH:55][CH:56]=[CH:57][CH:58]=1)[C@H:60]([C@H:61]([OH:62])[CH:47]([N+:44]([O-:46])=[O:45])[CH2:48][CH2:49][CH:50]=[CH2:51])[CH2:63][C:64]1[CH:65]=[CH:66][CH:67]=[CH:68][CH:69]=1)[C:71]1[CH:72]=[CH:73][CH:74]=[CH:75][CH:76]=1. The catalyst class is: 1. (9) Reactant: [C:1]1([S:7]([N:10]2[C:18]3[CH:17]=[C:16](B4OC(C)(C)CC(C)(C)O4)[CH:15]=[C:14]([NH2:29])[C:13]=3[CH:12]=[N:11]2)(=[O:9])=[O:8])[CH:6]=[CH:5][CH:4]=[CH:3][CH:2]=1.P([O-])([O-])([O-])=O.[K+].[K+].[K+].Br[C:39]1[CH:40]=[C:41]([NH:46][S:47]([CH3:50])(=[O:49])=[O:48])[C:42]([CH3:45])=[N:43][CH:44]=1.O1CCOCC1. Product: [NH2:29][C:14]1[CH:15]=[C:16]([C:39]2[CH:40]=[C:41]([NH:46][S:47]([CH3:50])(=[O:48])=[O:49])[C:42]([CH3:45])=[N:43][CH:44]=2)[CH:17]=[C:18]2[C:13]=1[CH:12]=[N:11][N:10]2[S:7]([C:1]1[CH:6]=[CH:5][CH:4]=[CH:3][CH:2]=1)(=[O:8])=[O:9]. The catalyst class is: 6. (10) Reactant: Cl[C:2]1[N:7]=[CH:6][C:5]([C:8](=[O:10])[CH3:9])=[CH:4][CH:3]=1.[CH3:11][O-:12].[Na+]. Product: [CH3:11][O:12][C:2]1[N:7]=[CH:6][C:5]([C:8](=[O:10])[CH3:9])=[CH:4][CH:3]=1. The catalyst class is: 5.